From a dataset of NCI-60 drug combinations with 297,098 pairs across 59 cell lines. Regression. Given two drug SMILES strings and cell line genomic features, predict the synergy score measuring deviation from expected non-interaction effect. (1) Drug 1: CCC1(CC2CC(C3=C(CCN(C2)C1)C4=CC=CC=C4N3)(C5=C(C=C6C(=C5)C78CCN9C7C(C=CC9)(C(C(C8N6C=O)(C(=O)OC)O)OC(=O)C)CC)OC)C(=O)OC)O.OS(=O)(=O)O. Drug 2: CC=C1C(=O)NC(C(=O)OC2CC(=O)NC(C(=O)NC(CSSCCC=C2)C(=O)N1)C(C)C)C(C)C. Cell line: IGROV1. Synergy scores: CSS=57.5, Synergy_ZIP=-3.36, Synergy_Bliss=-0.310, Synergy_Loewe=-9.10, Synergy_HSA=1.59. (2) Drug 1: CC1OCC2C(O1)C(C(C(O2)OC3C4COC(=O)C4C(C5=CC6=C(C=C35)OCO6)C7=CC(=C(C(=C7)OC)O)OC)O)O. Drug 2: CC1CCC2CC(C(=CC=CC=CC(CC(C(=O)C(C(C(=CC(C(=O)CC(OC(=O)C3CCCCN3C(=O)C(=O)C1(O2)O)C(C)CC4CCC(C(C4)OC)OCCO)C)C)O)OC)C)C)C)OC. Cell line: 786-0. Synergy scores: CSS=23.8, Synergy_ZIP=-9.49, Synergy_Bliss=-4.64, Synergy_Loewe=-1.32, Synergy_HSA=0.398.